From a dataset of Forward reaction prediction with 1.9M reactions from USPTO patents (1976-2016). Predict the product of the given reaction. (1) Given the reactants [CH2:1]([C:4]1[CH:5]=[C:6]([CH:31]=[C:32]([F:35])[C:33]=1[NH2:34])[CH2:7][C@H:8]1[C@H:16]2[C@@H:12]([N:13]([CH2:18][C:19]3[CH:24]=[CH:23][CH:22]=[C:21]([C:25]([CH3:28])([CH3:27])[CH3:26])[CH:20]=3)C(=O)[O:15]2)[CH2:11][S:10](=[O:30])(=[O:29])[CH2:9]1)[CH:2]=[CH2:3].C[Si](C)(C)[O-].[K+], predict the reaction product. The product is: [CH2:1]([C:4]1[CH:5]=[C:6]([CH:31]=[C:32]([F:35])[C:33]=1[NH2:34])[CH2:7][C@H:8]1[C@H:16]([OH:15])[C@@H:12]([NH:13][CH2:18][C:19]2[CH:24]=[CH:23][CH:22]=[C:21]([C:25]([CH3:28])([CH3:27])[CH3:26])[CH:20]=2)[CH2:11][S:10](=[O:29])(=[O:30])[CH2:9]1)[CH:2]=[CH2:3]. (2) Given the reactants [CH:1]1([C:4]2[CH:5]=[CH:6][C:7]([C:18]([OH:20])=O)=[N:8][C:9]=2[CH2:10][C:11]2[CH:16]=[CH:15][C:14]([F:17])=[CH:13][CH:12]=2)[CH2:3][CH2:2]1.[NH2:21][C:22]1([CH2:35][C:36]([O:38][CH3:39])=[O:37])[CH2:27][CH2:26][N:25]([C:28]([O:30][C:31]([CH3:34])([CH3:33])[CH3:32])=[O:29])[CH2:24][CH2:23]1.CN(C(ON1N=NC2C=CC=CC1=2)=[N+](C)C)C.[B-](F)(F)(F)F.CCN(C(C)C)C(C)C, predict the reaction product. The product is: [CH:1]1([C:4]2[CH:5]=[CH:6][C:7]([C:18]([NH:21][C:22]3([CH2:35][C:36]([O:38][CH3:39])=[O:37])[CH2:23][CH2:24][N:25]([C:28]([O:30][C:31]([CH3:32])([CH3:33])[CH3:34])=[O:29])[CH2:26][CH2:27]3)=[O:20])=[N:8][C:9]=2[CH2:10][C:11]2[CH:12]=[CH:13][C:14]([F:17])=[CH:15][CH:16]=2)[CH2:2][CH2:3]1. (3) Given the reactants Br[C:2]1[CH:7]=[N:6][CH:5]=[C:4]2[N:8]([CH2:11][CH2:12][O:13][CH3:14])[N:9]=[CH:10][C:3]=12.CC1(C)C(C)(C)OB([C:23]2[CH:28]=[CH:27][C:26]([NH2:29])=[CH:25][CH:24]=2)O1.C1(C)C=CC=CC=1.C([O-])([O-])=O.[Na+].[Na+], predict the reaction product. The product is: [CH3:14][O:13][CH2:12][CH2:11][N:8]1[C:4]2=[CH:5][N:6]=[CH:7][C:2]([C:23]3[CH:28]=[CH:27][C:26]([NH2:29])=[CH:25][CH:24]=3)=[C:3]2[CH:10]=[N:9]1. (4) Given the reactants [C:1]([C:5]1[O:9][C:8]([NH:10][C:11]2[C:20]3[CH2:19][C:18]([O:21]CC)=[CH:17][CH2:16][C:15]=3[CH:14]=[CH:13][CH:12]=2)=[N:7][CH:6]=1)([CH3:4])([CH3:3])[CH3:2].C(OC1CC2C(NC3OC(C4C=CC(C(F)(F)F)=CC=4)=CN=3)=CC=CC=2CC=1)C, predict the reaction product. The product is: [C:1]([C:5]1[O:9][C:8]([NH:10][C:11]2[CH:12]=[CH:13][CH:14]=[C:15]3[C:20]=2[CH2:19][C:18](=[O:21])[CH2:17][CH2:16]3)=[N:7][CH:6]=1)([CH3:4])([CH3:2])[CH3:3]. (5) Given the reactants [CH3:1][C@H:2]1[NH:7][C@@H:6]([CH3:8])[CH2:5][N:4]([C:9]2[CH:14]=[CH:13][C:12]([NH:15][C:16]3[N:21]=[CH:20][C:19]([CH2:22][CH2:23][C:24]4[CH:25]=[C:26]([CH:30]=[C:31]([O:34][CH3:35])[C:32]=4[F:33])[C:27](O)=[O:28])=[CH:18][N:17]=3)=[CH:11][CH:10]=2)[CH2:3]1.Cl.CN.[CH3:39][N:40](C(ON1N=NC2C=CC=NC1=2)=[N+](C)C)C.F[P-](F)(F)(F)(F)F.CCN(C(C)C)C(C)C, predict the reaction product. The product is: [CH3:8][C@H:6]1[NH:7][C@@H:2]([CH3:1])[CH2:3][N:4]([C:9]2[CH:10]=[CH:11][C:12]([NH:15][C:16]3[N:17]=[CH:18][C:19]([CH2:22][CH2:23][C:24]4[CH:25]=[C:26]([CH:30]=[C:31]([O:34][CH3:35])[C:32]=4[F:33])[C:27]([NH:40][CH3:39])=[O:28])=[CH:20][N:21]=3)=[CH:13][CH:14]=2)[CH2:5]1. (6) Given the reactants [C:1]([O:5][C:6](=[O:31])[N:7]([C:16]1[S:17][CH:18]=[CH:19][C@:20]([C:23]2[CH:28]=[C:27]([Br:29])[CH:26]=[CH:25][C:24]=2[F:30])([CH3:22])[N:21]=1)[CH2:8][O:9][CH2:10][CH2:11][Si:12]([CH3:15])([CH3:14])[CH3:13])([CH3:4])([CH3:3])[CH3:2].[CH:32]([N-]C(C)C)(C)C.[Li+].[C:40](=[O:42])=[O:41], predict the reaction product. The product is: [Br:29][C:27]1[CH:26]=[CH:25][C:24]([F:30])=[C:23]([C@:20]2([CH3:22])[CH:19]=[C:18]([C:40]([O:42][CH3:32])=[O:41])[S:17][C:16]([N:7]([C:6]([O:5][C:1]([CH3:2])([CH3:3])[CH3:4])=[O:31])[CH2:8][O:9][CH2:10][CH2:11][Si:12]([CH3:15])([CH3:14])[CH3:13])=[N:21]2)[CH:28]=1.